The task is: Regression/Classification. Given a drug SMILES string, predict its absorption, distribution, metabolism, or excretion properties. Task type varies by dataset: regression for continuous measurements (e.g., permeability, clearance, half-life) or binary classification for categorical outcomes (e.g., BBB penetration, CYP inhibition). For this dataset (lipophilicity_astrazeneca), we predict Y.. This data is from Experimental lipophilicity measurements (octanol/water distribution) for 4,200 compounds from AstraZeneca. The drug is CS(=O)(=O)C1(c2cc(N3CCOCC3)nc(-c3cccc4[nH]ccc34)n2)CCNCC1. The Y is 0.700 logD.